From a dataset of Forward reaction prediction with 1.9M reactions from USPTO patents (1976-2016). Predict the product of the given reaction. (1) Given the reactants [CH:1]1([O:6][C:7]2[CH:8]=[C:9]([CH:12]=[CH:13][C:14]=2[O:15][CH3:16])[CH:10]=[O:11])[CH2:5][CH:4]=[CH:3][CH2:2]1.Cl([O-])=[O:18].[Na+].P([O-])(O)(O)=O.[Na+], predict the reaction product. The product is: [CH:1]1([O:6][C:7]2[CH:8]=[C:9]([CH:12]=[CH:13][C:14]=2[O:15][CH3:16])[C:10]([OH:18])=[O:11])[CH2:2][CH:3]=[CH:4][CH2:5]1. (2) Given the reactants FC(F)(F)C(O)=O.C([O:12][NH:13][C:14]([C@:16]1([OH:45])[C@H:21]([NH:22][S:23]([C:26]2[CH:31]=[CH:30][C:29]([O:32][CH2:33][C:34]3[C:43]4[C:38](=[CH:39][CH:40]=[CH:41][CH:42]=4)[N:37]=[C:36]([CH3:44])[CH:35]=3)=[CH:28][CH:27]=2)(=[O:25])=[O:24])[CH2:20][CH2:19][NH:18][CH2:17]1)=[O:15])(C)(C)C.FC(F)(F)C(O)=O, predict the reaction product. The product is: [OH:12][NH:13][C:14]([C@:16]1([OH:45])[C@H:21]([NH:22][S:23]([C:26]2[CH:31]=[CH:30][C:29]([O:32][CH2:33][C:34]3[C:43]4[C:38](=[CH:39][CH:40]=[CH:41][CH:42]=4)[N:37]=[C:36]([CH3:44])[CH:35]=3)=[CH:28][CH:27]=2)(=[O:25])=[O:24])[CH2:20][CH2:19][NH:18][CH2:17]1)=[O:15]. (3) Given the reactants [Br:1][C:2]1[CH:15]=[C:14]2[CH2:16][C:11]3[C:12]4=[C:13]2[C:4](=[CH:5][CH:6]=[C:7]4[CH:8]=[C:9]([Br:17])[CH:10]=3)[CH:3]=1.C(Br)CCCCCCC.[OH-].[Na+], predict the reaction product. The product is: [Br:1][C:2]1[CH:15]=[C:14]2[CH2:16][C:11]3[C:12]4[C:13]2=[C:4]([CH2:5][CH2:6][C:7]=4[CH:8]=[C:9]([Br:17])[CH:10]=3)[CH:3]=1. (4) Given the reactants [C:1]([O:5][C:6](=[O:22])[NH:7][C:8]1[CH:13]=[CH:12][CH:11]=[C:10]([C:14]2([OH:21])[CH2:19][CH2:18][C:17](=O)[CH2:16][CH2:15]2)[CH:9]=1)([CH3:4])([CH3:3])[CH3:2].[NH:23]1[CH2:26][CH:25]([NH:27][C:28]([CH2:30][NH:31][C:32](=[O:43])[C:33]2[CH:38]=[CH:37][CH:36]=[C:35]([C:39]([F:42])([F:41])[F:40])[CH:34]=2)=[O:29])[CH2:24]1, predict the reaction product. The product is: [C:1]([O:5][C:6](=[O:22])[NH:7][C:8]1[CH:13]=[CH:12][CH:11]=[C:10]([C:14]2([OH:21])[CH2:19][CH2:18][CH:17]([N:23]3[CH2:26][CH:25]([NH:27][C:28](=[O:29])[CH2:30][NH:31][C:32](=[O:43])[C:33]4[CH:38]=[CH:37][CH:36]=[C:35]([C:39]([F:41])([F:42])[F:40])[CH:34]=4)[CH2:24]3)[CH2:16][CH2:15]2)[CH:9]=1)([CH3:4])([CH3:3])[CH3:2]. (5) Given the reactants [CH3:1][O:2][C:3]1[CH:8]=[CH:7][CH:6]=[C:5]([O:9][CH2:10][C:11]2[CH:16]=[C:15]([CH3:17])[CH:14]=[CH:13][N:12]=2)[C:4]=1[C:18]1[CH:35]=[CH:34][C:21]2[CH2:22][CH2:23][N:24](C(OC(C)(C)C)=O)[CH2:25][CH2:26][C:20]=2[CH:19]=1.Cl, predict the reaction product. The product is: [CH3:1][O:2][C:3]1[CH:8]=[CH:7][CH:6]=[C:5]([O:9][CH2:10][C:11]2[CH:16]=[C:15]([CH3:17])[CH:14]=[CH:13][N:12]=2)[C:4]=1[C:18]1[CH:35]=[CH:34][C:21]2[CH2:22][CH2:23][NH:24][CH2:25][CH2:26][C:20]=2[CH:19]=1.